Dataset: Forward reaction prediction with 1.9M reactions from USPTO patents (1976-2016). Task: Predict the product of the given reaction. (1) Given the reactants Cl.[CH3:2][NH:3][O:4][CH3:5].C(N(CC)CC)C.[Cl:13][CH2:14][CH2:15][CH2:16][C:17](Cl)=[O:18], predict the reaction product. The product is: [Cl:13][CH2:14][CH2:15][CH2:16][C:17]([N:3]([O:4][CH3:5])[CH3:2])=[O:18]. (2) Given the reactants [C:1]([C:3]1[C:4]([N:21]2[CH2:26][CH2:25][CH:24]([C:27]([OH:29])=O)[CH2:23][CH2:22]2)=[N:5][C:6]([CH2:14][N:15]2[CH2:19][CH2:18][CH2:17][C:16]2=[O:20])=[C:7]([C:9]([O:11][CH2:12][CH3:13])=[O:10])[CH:8]=1)#[N:2].CN(C(ON1N=NC2C=CC=CC1=2)=[N+](C)C)C.[B-](F)(F)(F)F.CCN(C(C)C)C(C)C.[CH3:61][N:62]([C:67]1[CH:72]=[CH:71][CH:70]=[CH:69][CH:68]=1)[S:63]([NH2:66])(=[O:65])=[O:64].C([O-])(O)=O.[Na+], predict the reaction product. The product is: [C:1]([C:3]1[C:4]([N:21]2[CH2:26][CH2:25][CH:24]([C:27](=[O:29])[NH:66][S:63]([N:62]([CH3:61])[C:67]3[CH:72]=[CH:71][CH:70]=[CH:69][CH:68]=3)(=[O:65])=[O:64])[CH2:23][CH2:22]2)=[N:5][C:6]([CH2:14][N:15]2[CH2:19][CH2:18][CH2:17][C:16]2=[O:20])=[C:7]([CH:8]=1)[C:9]([O:11][CH2:12][CH3:13])=[O:10])#[N:2].